This data is from Full USPTO retrosynthesis dataset with 1.9M reactions from patents (1976-2016). The task is: Predict the reactants needed to synthesize the given product. (1) Given the product [C:31]([O:30][C:28]([NH:27][CH2:26][C@H:21]([NH:20][C:13](=[O:15])[C@@H:12]1[CH2:16][CH2:17][CH2:18][N:11]1[S:1]([C:4]1[CH:5]=[CH:6][C:7]([CH3:8])=[CH:9][CH:10]=1)(=[O:2])=[O:3])[C:22]([O:24][CH3:25])=[O:23])=[O:29])([CH3:34])([CH3:33])[CH3:32], predict the reactants needed to synthesize it. The reactants are: [S:1]([N:11]1[CH2:18][CH2:17][CH2:16][C@H:12]1[C:13]([OH:15])=O)([C:4]1[CH:10]=[CH:9][C:7]([CH3:8])=[CH:6][CH:5]=1)(=[O:3])=[O:2].Cl.[NH2:20][C@@H:21]([CH2:26][NH:27][C:28]([O:30][C:31]([CH3:34])([CH3:33])[CH3:32])=[O:29])[C:22]([O:24][CH3:25])=[O:23]. (2) The reactants are: [CH3:1]N(C)C=O.[OH:6][C:7]1[CH:12]=[CH:11][C:10]([CH:13]([CH3:17])C(O)=O)=[CH:9][C:8]=1[O:18][CH3:19].C(=O)([O-])[O-].[K+].[K+].Br[CH2:27][CH2:28][CH3:29].[C:30]([O:33][CH2:34][CH3:35])(=[O:32])C. Given the product [CH3:19][O:18][C:8]1[CH:9]=[C:10]([CH2:13][CH2:17][C:30]([O:33][CH2:34][CH2:35][CH3:1])=[O:32])[CH:11]=[CH:12][C:7]=1[O:6][CH2:27][CH2:28][CH3:29], predict the reactants needed to synthesize it.